The task is: Regression. Given two drug SMILES strings and cell line genomic features, predict the synergy score measuring deviation from expected non-interaction effect.. This data is from NCI-60 drug combinations with 297,098 pairs across 59 cell lines. (1) Drug 1: CC1=C2C(C(=O)C3(C(CC4C(C3C(C(C2(C)C)(CC1OC(=O)C(C(C5=CC=CC=C5)NC(=O)OC(C)(C)C)O)O)OC(=O)C6=CC=CC=C6)(CO4)OC(=O)C)OC)C)OC. Drug 2: C1=CN(C=N1)CC(O)(P(=O)(O)O)P(=O)(O)O. Cell line: OVCAR-5. Synergy scores: CSS=24.0, Synergy_ZIP=-1.46, Synergy_Bliss=-8.71, Synergy_Loewe=-22.3, Synergy_HSA=-7.60. (2) Synergy scores: CSS=7.36, Synergy_ZIP=-2.29, Synergy_Bliss=0.184, Synergy_Loewe=1.74, Synergy_HSA=2.00. Drug 2: C1CCC(C(C1)N)N.C(=O)(C(=O)[O-])[O-].[Pt+4]. Drug 1: CC(CN1CC(=O)NC(=O)C1)N2CC(=O)NC(=O)C2. Cell line: T-47D. (3) Drug 1: CN1CCC(CC1)COC2=C(C=C3C(=C2)N=CN=C3NC4=C(C=C(C=C4)Br)F)OC. Drug 2: CC1C(C(=O)NC(C(=O)N2CCCC2C(=O)N(CC(=O)N(C(C(=O)O1)C(C)C)C)C)C(C)C)NC(=O)C3=C4C(=C(C=C3)C)OC5=C(C(=O)C(=C(C5=N4)C(=O)NC6C(OC(=O)C(N(C(=O)CN(C(=O)C7CCCN7C(=O)C(NC6=O)C(C)C)C)C)C(C)C)C)N)C. Cell line: KM12. Synergy scores: CSS=40.8, Synergy_ZIP=38.0, Synergy_Bliss=37.1, Synergy_Loewe=34.8, Synergy_HSA=34.1. (4) Drug 1: C1=CN(C=N1)CC(O)(P(=O)(O)O)P(=O)(O)O. Drug 2: CS(=O)(=O)OCCCCOS(=O)(=O)C. Cell line: TK-10. Synergy scores: CSS=0.710, Synergy_ZIP=-0.366, Synergy_Bliss=-0.634, Synergy_Loewe=-2.33, Synergy_HSA=-2.20. (5) Drug 1: CC1=C(C(=CC=C1)Cl)NC(=O)C2=CN=C(S2)NC3=CC(=NC(=N3)C)N4CCN(CC4)CCO. Drug 2: CNC(=O)C1=NC=CC(=C1)OC2=CC=C(C=C2)NC(=O)NC3=CC(=C(C=C3)Cl)C(F)(F)F. Cell line: UO-31. Synergy scores: CSS=20.9, Synergy_ZIP=-6.51, Synergy_Bliss=-0.222, Synergy_Loewe=-46.9, Synergy_HSA=0.519. (6) Drug 1: CC1=C(C(CCC1)(C)C)C=CC(=CC=CC(=CC(=O)O)C)C. Drug 2: CC(C)CN1C=NC2=C1C3=CC=CC=C3N=C2N. Cell line: UACC62. Synergy scores: CSS=7.59, Synergy_ZIP=0.849, Synergy_Bliss=-0.992, Synergy_Loewe=-0.316, Synergy_HSA=-0.279. (7) Drug 1: C1=CC(=CC=C1CCC2=CNC3=C2C(=O)NC(=N3)N)C(=O)NC(CCC(=O)O)C(=O)O. Drug 2: C1=C(C(=O)NC(=O)N1)F. Cell line: MDA-MB-231. Synergy scores: CSS=18.4, Synergy_ZIP=-4.88, Synergy_Bliss=-3.68, Synergy_Loewe=0.165, Synergy_HSA=1.57. (8) Drug 1: CCC1=CC2CC(C3=C(CN(C2)C1)C4=CC=CC=C4N3)(C5=C(C=C6C(=C5)C78CCN9C7C(C=CC9)(C(C(C8N6C)(C(=O)OC)O)OC(=O)C)CC)OC)C(=O)OC.C(C(C(=O)O)O)(C(=O)O)O. Drug 2: CN(C)N=NC1=C(NC=N1)C(=O)N. Cell line: OVCAR3. Synergy scores: CSS=60.0, Synergy_ZIP=-2.02, Synergy_Bliss=-4.99, Synergy_Loewe=-43.2, Synergy_HSA=-3.87. (9) Drug 1: CCC1=CC2CC(C3=C(CN(C2)C1)C4=CC=CC=C4N3)(C5=C(C=C6C(=C5)C78CCN9C7C(C=CC9)(C(C(C8N6C)(C(=O)OC)O)OC(=O)C)CC)OC)C(=O)OC.C(C(C(=O)O)O)(C(=O)O)O. Drug 2: C1CN(CCN1C(=O)CCBr)C(=O)CCBr. Cell line: KM12. Synergy scores: CSS=59.2, Synergy_ZIP=-5.50, Synergy_Bliss=-5.17, Synergy_Loewe=-6.23, Synergy_HSA=1.97. (10) Drug 1: C1=CC(=CC=C1CC(C(=O)O)N)N(CCCl)CCCl.Cl. Drug 2: CC12CCC3C(C1CCC2O)C(CC4=C3C=CC(=C4)O)CCCCCCCCCS(=O)CCCC(C(F)(F)F)(F)F. Cell line: OVCAR3. Synergy scores: CSS=1.75, Synergy_ZIP=-3.34, Synergy_Bliss=-2.15, Synergy_Loewe=-5.73, Synergy_HSA=-4.66.